Dataset: Catalyst prediction with 721,799 reactions and 888 catalyst types from USPTO. Task: Predict which catalyst facilitates the given reaction. Reactant: [Cl:1][C:2]1[CH:7]=[CH:6][C:5]([C:8]2([CH3:26])[N:12]([C:13]3[CH:18]=[CH:17][C:16]([Cl:19])=[CH:15][C:14]=3[Cl:20])[N:11]=[C:10]([C:21]([O:23]CC)=[O:22])[CH2:9]2)=[CH:4][CH:3]=1.[OH-].[Na+]. Product: [Cl:1][C:2]1[CH:3]=[CH:4][C:5]([C:8]2([CH3:26])[N:12]([C:13]3[CH:18]=[CH:17][C:16]([Cl:19])=[CH:15][C:14]=3[Cl:20])[N:11]=[C:10]([C:21]([OH:23])=[O:22])[CH2:9]2)=[CH:6][CH:7]=1. The catalyst class is: 7.